Dataset: Full USPTO retrosynthesis dataset with 1.9M reactions from patents (1976-2016). Task: Predict the reactants needed to synthesize the given product. Given the product [ClH:20].[CH3:1][C:2]1[N:7]=[C:6]([S:8][CH2:9][C:10]2[N:14]([CH:15]([CH3:16])[CH3:17])[CH:13]=[N:12][C:11]=2[CH3:18])[N:5]=[C:4]([OH:19])[CH:3]=1, predict the reactants needed to synthesize it. The reactants are: [CH3:1][C:2]1[N:7]=[C:6]([S:8][CH2:9][C:10]2[N:14]([CH:15]([CH3:17])[CH3:16])[CH:13]=[N:12][C:11]=2[CH3:18])[N:5]=[C:4]([OH:19])[CH:3]=1.[ClH:20].O1CCOCC1.